From a dataset of Full USPTO retrosynthesis dataset with 1.9M reactions from patents (1976-2016). Predict the reactants needed to synthesize the given product. The reactants are: Cl[C:2]1[C:11]2[C:6](=[CH:7][C:8]([O:14][CH3:15])=[C:9]([O:12][CH3:13])[CH:10]=2)[N:5]=[CH:4][N:3]=1.Cl.[CH3:17][O:18][C:19]([C:21]1[CH:22]=[C:23]2[C:28](=[CH:29][CH:30]=1)[CH2:27][NH:26][CH2:25][CH2:24]2)=[O:20].C(=O)([O-])[O-].[K+].[K+]. Given the product [CH3:13][O:12][C:9]1[CH:10]=[C:11]2[C:6](=[CH:7][C:8]=1[O:14][CH3:15])[N:5]=[CH:4][N:3]=[C:2]2[N:26]1[CH2:25][CH2:24][C:23]2[C:28](=[CH:29][CH:30]=[C:21]([C:19]([O:18][CH3:17])=[O:20])[CH:22]=2)[CH2:27]1, predict the reactants needed to synthesize it.